This data is from Catalyst prediction with 721,799 reactions and 888 catalyst types from USPTO. The task is: Predict which catalyst facilitates the given reaction. (1) Reactant: [CH3:1][O:2][CH:3]([O:6][CH3:7])[CH:4]=O.Cl.[NH2:9][CH2:10][CH2:11][C:12]1[C:20]2[S:19][C:18](=[O:21])[NH:17][C:16]=2[C:15]([OH:22])=[CH:14][CH:13]=1.CC(O)=O.C([BH3-])#N.[Na+].C([O-])(O)=O.[Na+].[CH:36]1[CH:41]=[CH:40][C:39]([CH2:42][O:43][C:44](Cl)=[O:45])=[CH:38][CH:37]=1.Cl. Product: [CH3:7][O:6][CH:3]([O:2][CH3:1])[CH2:4][N:9]([CH2:10][CH2:11][C:12]1[C:20]2[S:19][C:18](=[O:21])[NH:17][C:16]=2[C:15]([OH:22])=[CH:14][CH:13]=1)[C:44](=[O:45])[O:43][CH2:42][C:39]1[CH:40]=[CH:41][CH:36]=[CH:37][CH:38]=1. The catalyst class is: 20. (2) Reactant: [CH3:1][S:2]([C:5]1[CH:10]=[CH:9][C:8]([CH2:11][CH2:12][CH2:13][CH2:14][CH:15]2[CH2:20][CH2:19][NH:18][CH2:17][CH2:16]2)=[CH:7][CH:6]=1)(=[O:4])=[O:3].F[C:22]1[CH:27]=[CH:26][CH:25]=[CH:24][N:23]=1.C1CCN2C(=NCCC2)CC1. The catalyst class is: 2. Product: [CH3:1][S:2]([C:5]1[CH:6]=[CH:7][C:8]([CH2:11][CH2:12][CH2:13][CH2:14][CH:15]2[CH2:20][CH2:19][N:18]([C:22]3[CH:27]=[CH:26][CH:25]=[CH:24][N:23]=3)[CH2:17][CH2:16]2)=[CH:9][CH:10]=1)(=[O:4])=[O:3]. (3) Reactant: [Br:1][C:2]1[CH:3]=[CH:4][C:5]2[C:11]3[S:12][C:13]([C:15]([NH:17][C:18]4[CH:19]=[C:20]([CH:25]=[CH:26][C:27]=4[Cl:28])[C:21]([O:23][CH3:24])=[O:22])=[O:16])=[CH:14][C:10]=3[CH2:9][CH2:8][O:7][C:6]=2[CH:29]=1.[C:30]([O-])([O-])=O.[Cs+].[Cs+].CI. Product: [Br:1][C:2]1[CH:3]=[CH:4][C:5]2[C:11]3[S:12][C:13]([C:15]([N:17]([C:18]4[CH:19]=[C:20]([CH:25]=[CH:26][C:27]=4[Cl:28])[C:21]([O:23][CH3:24])=[O:22])[CH3:30])=[O:16])=[CH:14][C:10]=3[CH2:9][CH2:8][O:7][C:6]=2[CH:29]=1. The catalyst class is: 3. (4) Reactant: C(OC([NH:8][CH2:9][C@H:10]([N:15]1[CH2:20][CH2:19][CH2:18][CH2:17][CH2:16]1)[C:11]([O:13][CH3:14])=[O:12])=O)(C)(C)C.[ClH:21]. Product: [ClH:21].[ClH:21].[NH2:8][CH2:9][C@H:10]([N:15]1[CH2:20][CH2:19][CH2:18][CH2:17][CH2:16]1)[C:11]([O:13][CH3:14])=[O:12]. The catalyst class is: 5. (5) Reactant: Br[CH2:2][C:3]1[C:8]([CH2:9][CH2:10][CH2:11][CH3:12])=[C:7]([C:13]2[CH:18]=[CH:17][CH:16]=[CH:15][CH:14]=2)[N:6]=[CH:5][N:4]=1.[O:19]1[C:24]2[CH:25]=[CH:26][C:27]([CH2:29][NH:30][CH2:31][C:32]3[CH:37]=[CH:36][CH:35]=[C:34]([O:38][CH2:39][CH3:40])[CH:33]=3)=[CH:28][C:23]=2[O:22][CH2:21][CH2:20]1.C([O-])([O-])=O.[K+].[K+]. Product: [CH2:9]([C:8]1[C:3]([CH2:2][N:30]([CH2:29][C:27]2[CH:26]=[CH:25][C:24]3[O:19][CH2:20][CH2:21][O:22][C:23]=3[CH:28]=2)[CH2:31][C:32]2[CH:37]=[CH:36][CH:35]=[C:34]([O:38][CH2:39][CH3:40])[CH:33]=2)=[N:4][CH:5]=[N:6][C:7]=1[C:13]1[CH:18]=[CH:17][CH:16]=[CH:15][CH:14]=1)[CH2:10][CH2:11][CH3:12]. The catalyst class is: 496. (6) Reactant: Cl[C:2]1[CH:7]=[C:6]([C:8]2[CH:13]=[CH:12][C:11]([F:14])=[CH:10][CH:9]=2)[N:5]2[N:15]=[C:16]([CH2:25][O:26][CH2:27][CH3:28])[C:17]([C:18]3[CH:23]=[CH:22][C:21]([CH3:24])=[CH:20][CH:19]=3)=[C:4]2[N:3]=1.CCN(C(C)C)C(C)C.[NH:38]1[CH2:42][CH2:41][CH2:40][C@H:39]1[CH2:43][OH:44]. Product: [CH2:27]([O:26][CH2:25][C:16]1[C:17]([C:18]2[CH:23]=[CH:22][C:21]([CH3:24])=[CH:20][CH:19]=2)=[C:4]2[N:3]=[C:2]([N:38]3[CH2:42][CH2:41][CH2:40][C@H:39]3[CH2:43][OH:44])[CH:7]=[C:6]([C:8]3[CH:13]=[CH:12][C:11]([F:14])=[CH:10][CH:9]=3)[N:5]2[N:15]=1)[CH3:28]. The catalyst class is: 10.